This data is from Full USPTO retrosynthesis dataset with 1.9M reactions from patents (1976-2016). The task is: Predict the reactants needed to synthesize the given product. (1) Given the product [Cl:31][C:4]1[CH:5]=[C:6]([CH:29]=[CH:30][CH:3]=1)[CH2:7][NH:8][CH2:9][CH2:10][NH:11][C:12]([C:14]1[S:15][CH:16]=[CH:17][C:18]=1[NH:19][C:20]1[CH:25]=[CH:24][N:23]=[C:22]2[NH:26][CH:27]=[CH:28][C:21]=12)=[O:13], predict the reactants needed to synthesize it. The reactants are: CO[C:3]1[CH:30]=[CH:29][C:6]([CH2:7][NH:8][CH2:9][CH2:10][NH:11][C:12]([C:14]2[S:15][CH:16]=[CH:17][C:18]=2[NH:19][C:20]2[CH:25]=[CH:24][N:23]=[C:22]3[NH:26][CH:27]=[CH:28][C:21]=23)=[O:13])=[CH:5][CH:4]=1.[Cl:31]C1C=C(C=CC=1)C=O. (2) Given the product [C:6]1([CH2:12][CH2:13][C@H:14]([OH:17])[C:15]#[C:16][Si:19]([CH3:21])([CH3:20])[CH3:18])[CH:11]=[CH:10][CH:9]=[CH:8][CH:7]=1, predict the reactants needed to synthesize it. The reactants are: C([Li])CCC.[C:6]1([CH2:12][CH2:13][C@H:14]([OH:17])[C:15]#[CH:16])[CH:11]=[CH:10][CH:9]=[CH:8][CH:7]=1.[CH3:18][Si:19](Cl)([CH3:21])[CH3:20].C(O)(=O)CC(CC(O)=O)(C(O)=O)O. (3) Given the product [NH4+:2].[OH-:8].[F:42][C:43]1[C:44]([NH:55][NH:56][C:38](=[O:40])[C@H:37]([N:36]2[CH:35]=[CH:34][C:33]3[N:32]=[CH:31][CH:30]=[CH:29][C:28]=3[C:27]2=[O:26])[CH3:41])=[N:45][CH:46]=[C:47]([C:49]2[O:53][N:52]=[C:51]([CH3:54])[CH:50]=2)[CH:48]=1, predict the reactants needed to synthesize it. The reactants are: C[N:2](C([O:8]N1N=NC2C=CC=NC1=2)=[N+](C)C)C.F[P-](F)(F)(F)(F)F.Cl.[O:26]=[C:27]1[N:36]([C@H:37]([CH3:41])[C:38]([OH:40])=O)[CH:35]=[CH:34][C:33]2[N:32]=[CH:31][CH:30]=[CH:29][C:28]1=2.[F:42][C:43]1[C:44]([NH:55][NH2:56])=[N:45][CH:46]=[C:47]([C:49]2[O:53][N:52]=[C:51]([CH3:54])[CH:50]=2)[CH:48]=1.CCN(C(C)C)C(C)C. (4) The reactants are: C[Si](Cl)(C)C.I[CH:7]1[CH2:12][CH2:11][N:10]([C:13]([O:15][C:16]([CH3:19])([CH3:18])[CH3:17])=[O:14])[CH2:9][CH2:8]1.O1C=CC=C1P(C1OC=CC=1)C1OC=CC=1.Br[C:37]1[CH:42]=[CH:41][CH:40]=[C:39]([N:43]2[C:47]([CH3:48])=[CH:46][CH:45]=[C:44]2[CH3:49])[N:38]=1. Given the product [C:16]([O:15][C:13]([N:10]1[CH2:11][CH2:12][CH:7]([C:37]2[CH:42]=[CH:41][CH:40]=[C:39]([N:43]3[C:47]([CH3:48])=[CH:46][CH:45]=[C:44]3[CH3:49])[N:38]=2)[CH2:8][CH2:9]1)=[O:14])([CH3:19])([CH3:18])[CH3:17], predict the reactants needed to synthesize it.